Dataset: Full USPTO retrosynthesis dataset with 1.9M reactions from patents (1976-2016). Task: Predict the reactants needed to synthesize the given product. Given the product [F:46][C:47]1[CH:54]=[CH:53][C:52]([O:55][C:56]2[CH:61]=[CH:60][CH:59]=[CH:58][CH:57]=2)=[CH:51][C:48]=1[CH2:49][NH:50][C:38](=[O:40])[C:37]1[CH:41]=[CH:42][CH:43]=[N:44][C:36]=1[NH2:35], predict the reactants needed to synthesize it. The reactants are: CN([P+](ON1N=NC2C=CC=CC1=2)(N(C)C)N(C)C)C.F[P-](F)(F)(F)(F)F.C(N(CC)CC)C.[NH2:35][C:36]1[N:44]=[CH:43][CH:42]=[CH:41][C:37]=1[C:38]([OH:40])=O.Cl.[F:46][C:47]1[CH:54]=[CH:53][C:52]([O:55][C:56]2[CH:61]=[CH:60][CH:59]=[CH:58][CH:57]=2)=[CH:51][C:48]=1[CH2:49][NH2:50].